From a dataset of Forward reaction prediction with 1.9M reactions from USPTO patents (1976-2016). Predict the product of the given reaction. (1) Given the reactants [CH2:1]([O:3][C:4](=[O:9])[CH2:5][CH2:6][CH2:7][OH:8])[CH3:2].[N+](=[CH:12][C:13]([O:15][CH2:16][CH3:17])=[O:14])=[N-], predict the reaction product. The product is: [CH2:1]([O:3][C:4](=[O:9])[CH2:5][CH2:6][CH2:7][O:8][CH2:12][C:13]([O:15][CH2:16][CH3:17])=[O:14])[CH3:2]. (2) Given the reactants [F-].C([N+](CCCC)(CCCC)CCCC)CCC.[C:19]([O:23][C:24]([N:26]1[CH2:30][CH2:29][C:28]([CH2:52][C:53]2[CH:58]=[CH:57][CH:56]=[CH:55][CH:54]=2)([C:31]([C:33]2[CH:34]=[C:35]3[C:39](=[CH:40][CH:41]=2)[N:38]([Si](C(C)C)(C(C)C)C(C)C)[CH:37]=[CH:36]3)=[O:32])[CH2:27]1)=[O:25])([CH3:22])([CH3:21])[CH3:20], predict the reaction product. The product is: [C:19]([O:23][C:24]([N:26]1[CH2:30][CH2:29][C:28]([CH2:52][C:53]2[CH:54]=[CH:55][CH:56]=[CH:57][CH:58]=2)([C:31]([C:33]2[CH:34]=[C:35]3[C:39](=[CH:40][CH:41]=2)[NH:38][CH:37]=[CH:36]3)=[O:32])[CH2:27]1)=[O:25])([CH3:22])([CH3:20])[CH3:21]. (3) Given the reactants [N+:1]([C:4]1[CH:13]=[C:12]2[C:7]([CH2:8][CH2:9][CH2:10][NH:11]2)=[CH:6][CH:5]=1)([O-:3])=[O:2].[Cl:14][C:15]1[CH:20]=[CH:19][C:18]([S:21](Cl)(=[O:23])=[O:22])=[CH:17][CH:16]=1.N1C=CC=CC=1, predict the reaction product. The product is: [Cl:14][C:15]1[CH:20]=[CH:19][C:18]([S:21]([N:11]2[C:12]3[C:7](=[CH:6][CH:5]=[C:4]([N+:1]([O-:3])=[O:2])[CH:13]=3)[CH2:8][CH2:9][CH2:10]2)(=[O:23])=[O:22])=[CH:17][CH:16]=1. (4) Given the reactants [I:1][C:2]1[CH:3]=[C:4]2[C:8](=[CH:9][CH:10]=1)[NH:7][N:6]=[CH:5]2.[O:11]1[CH:16]=[CH:15][CH2:14][CH2:13][CH2:12]1.CC1C=CC(S(O)(=O)=O)=CC=1.C([O-])(O)=O.[Na+], predict the reaction product. The product is: [I:1][C:2]1[CH:3]=[C:4]2[C:8](=[CH:9][CH:10]=1)[N:7]([CH:12]1[CH2:13][CH2:14][CH2:15][CH2:16][O:11]1)[N:6]=[CH:5]2. (5) Given the reactants [CH3:1][O:2][C:3]([CH:5]1[C:14](=[O:15])[NH:13][C:12]2[N:11]=[CH:10][C:9](/[CH:16]=[CH:17]/[C:18]([OH:20])=O)=[CH:8][C:7]=2[CH2:6]1)=[O:4].Cl.[F:22][C:23]1[CH:36]=[CH:35][C:26]([O:27][CH2:28][CH:29]2[CH2:34][CH2:33][NH:32][CH2:31][CH2:30]2)=[CH:25][CH:24]=1.CCN(C(C)C)C(C)C.CCN=C=NCCCN(C)C, predict the reaction product. The product is: [F:22][C:23]1[CH:24]=[CH:25][C:26]([O:27][CH2:28][CH:29]2[CH2:30][CH2:31][N:32]([C:18](=[O:20])/[CH:17]=[CH:16]/[C:9]3[CH:8]=[C:7]4[C:12](=[N:11][CH:10]=3)[NH:13][C:14](=[O:15])[CH:5]([C:3]([O:2][CH3:1])=[O:4])[CH2:6]4)[CH2:33][CH2:34]2)=[CH:35][CH:36]=1. (6) Given the reactants Cl[C:2]1[CH:3]=[CH:4][C:5]([N:8]2[CH:12]=[C:11]([CH2:13][CH2:14][CH2:15][O:16][C:17]3[C:22]([O:23][CH3:24])=[CH:21][CH:20]=[CH:19][C:18]=3[CH2:25][C:26]([O:28]C)=[O:27])[C:10]([CH:30]([CH3:32])[CH3:31])=[N:9]2)=[N:6][CH:7]=1, predict the reaction product. The product is: [CH:30]([C:10]1[C:11]([CH2:13][CH2:14][CH2:15][O:16][C:17]2[C:22]([O:23][CH3:24])=[CH:21][CH:20]=[CH:19][C:18]=2[CH2:25][C:26]([OH:28])=[O:27])=[CH:12][N:8]([C:5]2[CH:4]=[CH:3][CH:2]=[CH:7][N:6]=2)[N:9]=1)([CH3:32])[CH3:31].